The task is: Predict the reactants needed to synthesize the given product.. This data is from Full USPTO retrosynthesis dataset with 1.9M reactions from patents (1976-2016). (1) Given the product [CH2:24]([O:8][C:6]1[C:5]([N+:16]([O-:18])=[O:17])=[C:4]([C:19]2[O:20][CH:21]=[CH:22][CH:23]=2)[N:3]=[C:2]([NH2:1])[N:7]=1)[CH2:25][CH2:26][CH3:27], predict the reactants needed to synthesize it. The reactants are: [NH2:1][C:2]1[N:7]=[C:6]([O:8]S(C(F)(F)F)(=O)=O)[C:5]([N+:16]([O-:18])=[O:17])=[C:4]([C:19]2[O:20][CH:21]=[CH:22][CH:23]=2)[N:3]=1.[CH2:24](O)[CH2:25][CH2:26][CH3:27].C1CCN2C(=NCCC2)CC1. (2) Given the product [Br:19][C:20]1[CH:21]=[CH:22][C:23]2[N:24]([CH:2]=[C:3]([C:5]3[CH:10]=[CH:9][C:8]([NH:11][C:12](=[O:17])[C:13]([F:16])([F:15])[F:14])=[C:7]([CH3:18])[CH:6]=3)[CH:27]=2)[CH:25]=1, predict the reactants needed to synthesize it. The reactants are: Br[CH2:2][C:3]([C:5]1[CH:10]=[CH:9][C:8]([NH:11][C:12](=[O:17])[C:13]([F:16])([F:15])[F:14])=[C:7]([CH3:18])[CH:6]=1)=O.[Br:19][C:20]1[CH:21]=[CH:22][C:23](N)=[N:24][CH:25]=1.[CH2:27](O)C. (3) Given the product [C:26]([N:29]1[CH2:34][CH2:33][N:32]([C:2]2[CH:11]=[C:10]3[C:5]([CH2:6][CH2:7][N:8]([C:12]4[CH:17]=[C:16]([N:18]5[CH2:23][CH2:22][N:21]([CH3:24])[CH2:20][CH2:19]5)[N:15]=[C:14]([NH2:25])[N:13]=4)[CH2:9]3)=[CH:4][CH:3]=2)[CH2:31][CH2:30]1)(=[O:28])[CH3:27], predict the reactants needed to synthesize it. The reactants are: Br[C:2]1[CH:11]=[C:10]2[C:5]([CH2:6][CH2:7][N:8]([C:12]3[CH:17]=[C:16]([N:18]4[CH2:23][CH2:22][N:21]([CH3:24])[CH2:20][CH2:19]4)[N:15]=[C:14]([NH2:25])[N:13]=3)[CH2:9]2)=[CH:4][CH:3]=1.[C:26]([N:29]1[CH2:34][CH2:33][NH:32][CH2:31][CH2:30]1)(=[O:28])[CH3:27]. (4) Given the product [C:6]([SiH2:10][O:11][C:12]([C:26]1[CH:31]=[CH:30][CH:29]=[CH:28][CH:27]=1)([C:20]1[CH:21]=[CH:22][CH:23]=[CH:24][CH:25]=1)[C:13]1[N:14]=[CH:15][C:16]2[N:17]([CH:2]=[C:3]([CH3:4])[N:19]=2)[CH:18]=1)([CH3:9])([CH3:7])[CH3:8], predict the reactants needed to synthesize it. The reactants are: Br[CH2:2][C:3](=O)[CH3:4].[C:6]([SiH2:10][O:11][C:12]([C:26]1[CH:31]=[CH:30][CH:29]=[CH:28][CH:27]=1)([C:20]1[CH:25]=[CH:24][CH:23]=[CH:22][CH:21]=1)[C:13]1[N:14]=[CH:15][C:16]([NH2:19])=[N:17][CH:18]=1)([CH3:9])([CH3:8])[CH3:7].C([O-])(O)=O.[Na+]. (5) Given the product [CH3:36][C:2]([CH3:1])([CH2:5][C@@:6]1([C:30]2[CH:31]=[CH:32][CH:33]=[CH:34][CH:35]=2)[O:11][C:10](=[O:12])[N:9]([C@H:13]([C:15]2[CH:20]=[CH:19][C:18]([C:38]3[CH:43]=[CH:42][NH:41][C:40](=[O:44])[CH:39]=3)=[CH:17][CH:16]=2)[CH3:14])[CH2:8][CH2:7]1)[C:3]#[N:4], predict the reactants needed to synthesize it. The reactants are: [CH3:1][C:2]([CH3:36])([CH2:5][C@@:6]1([C:30]2[CH:35]=[CH:34][CH:33]=[CH:32][CH:31]=2)[O:11][C:10](=[O:12])[N:9]([C@H:13]([C:15]2[CH:20]=[CH:19][C:18](B3OC(C)(C)C(C)(C)O3)=[CH:17][CH:16]=2)[CH3:14])[CH2:8][CH2:7]1)[C:3]#[N:4].I[C:38]1[CH:43]=[CH:42][NH:41][C:40](=[O:44])[CH:39]=1.